From a dataset of Peptide-MHC class II binding affinity with 134,281 pairs from IEDB. Regression. Given a peptide amino acid sequence and an MHC pseudo amino acid sequence, predict their binding affinity value. This is MHC class II binding data. (1) The peptide sequence is GIIFILLMLVTPSMA. The MHC is DRB1_0101 with pseudo-sequence DRB1_0101. The binding affinity (normalized) is 0.507. (2) The peptide sequence is EKKYFAATQFMPLAA. The MHC is HLA-DPA10103-DPB10401 with pseudo-sequence HLA-DPA10103-DPB10401. The binding affinity (normalized) is 1.00. (3) The peptide sequence is PEPDFTIQYRNKIID. The MHC is DRB3_0101 with pseudo-sequence DRB3_0101. The binding affinity (normalized) is 0.397. (4) The peptide sequence is CISMIGLCACVVDVW. The MHC is DRB1_0802 with pseudo-sequence DRB1_0802. The binding affinity (normalized) is 0.416. (5) The peptide sequence is EKKYFAATQFEPSAA. The MHC is HLA-DPA10103-DPB10401 with pseudo-sequence HLA-DPA10103-DPB10401. The binding affinity (normalized) is 0.942. (6) The peptide sequence is LVPEDPEDSALL. The MHC is DRB3_0101 with pseudo-sequence DRB3_0101. The binding affinity (normalized) is 0. (7) The peptide sequence is INEPTAAAIAYFLDR. The MHC is HLA-DQA10102-DQB10602 with pseudo-sequence HLA-DQA10102-DQB10602. The binding affinity (normalized) is 0.778.